This data is from Forward reaction prediction with 1.9M reactions from USPTO patents (1976-2016). The task is: Predict the product of the given reaction. (1) The product is: [C:1]([C:5]1[CH:6]=[C:7]([NH:18][C:19](=[O:49])[NH:20][CH2:21][C:22]2[CH:48]=[CH:47][CH:46]=[CH:45][C:23]=2[CH2:24][O:25][C:26]2[CH:31]=[C:30]([CH3:32])[N:29]([C:33]3[CH:34]=[C:35]([CH:39]=[CH:40][C:41]=3[CH3:42])[C:36]([NH:50][CH2:51][CH:52]([OH:55])[CH2:53][OH:54])=[O:38])[C:28](=[O:43])[C:27]=2[Cl:44])[N:8]([C:10]2[CH:15]=[CH:14][C:13]([OH:16])=[C:12]([Cl:17])[CH:11]=2)[N:9]=1)([CH3:3])([CH3:4])[CH3:2]. Given the reactants [C:1]([C:5]1[CH:6]=[C:7]([NH:18][C:19](=[O:49])[NH:20][CH2:21][C:22]2[CH:48]=[CH:47][CH:46]=[CH:45][C:23]=2[CH2:24][O:25][C:26]2[CH:31]=[C:30]([CH3:32])[N:29]([C:33]3[CH:34]=[C:35]([CH:39]=[CH:40][C:41]=3[CH3:42])[C:36]([OH:38])=O)[C:28](=[O:43])[C:27]=2[Cl:44])[N:8]([C:10]2[CH:15]=[CH:14][C:13]([OH:16])=[C:12]([Cl:17])[CH:11]=2)[N:9]=1)([CH3:4])([CH3:3])[CH3:2].[NH2:50][CH2:51][CH:52]([OH:55])[CH2:53][OH:54].CCN=C=NCCCN(C)C, predict the reaction product. (2) Given the reactants C(OC([N:8]1[CH2:12][CH2:11][C@@H:10]([NH:13][C:14]2[C:15]3[S:29][CH:28]=[CH:27][C:16]=3[N:17]=[C:18]([C:20]3[CH:25]=[CH:24][N:23]=[C:22](Cl)[CH:21]=3)[N:19]=2)[CH2:9]1)=O)(C)(C)C.[O:30]1[CH:34]=[CH:33][CH:32]=[C:31]1[C:35]([NH2:37])=[O:36].CC1(C)C2C(=C(P(C3C=CC=CC=3)C3C=CC=CC=3)C=CC=2)OC2C(P(C3C=CC=CC=3)C3C=CC=CC=3)=CC=CC1=2.CC([O-])(C)C.[Na+].C(O)(C(F)(F)F)=O, predict the reaction product. The product is: [NH:8]1[CH2:12][CH2:11][C@@H:10]([NH:13][C:14]2[C:15]3[S:29][CH:28]=[CH:27][C:16]=3[N:17]=[C:18]([C:20]3[CH:25]=[CH:24][N:23]=[C:22]([NH:37][C:35]([C:31]4[O:30][CH:34]=[CH:33][CH:32]=4)=[O:36])[CH:21]=3)[N:19]=2)[CH2:9]1.